From a dataset of Full USPTO retrosynthesis dataset with 1.9M reactions from patents (1976-2016). Predict the reactants needed to synthesize the given product. Given the product [CH2:14]([O:16][C:17]([C:19]1[N:38]([C:46]2[CH:47]=[CH:48][C:43]([O:42][CH:39]([CH3:41])[CH3:40])=[CH:44][CH:45]=2)[C:22]2=[CH:23][N:24]=[C:25]([O:27][C:28]3[CH:33]=[CH:32][CH:31]=[C:30]([C:34]([F:37])([F:35])[F:36])[CH:29]=3)[CH:26]=[C:21]2[CH:20]=1)=[O:18])[CH3:15], predict the reactants needed to synthesize it. The reactants are: CCN(CC)CC.N1C=CC=CC=1.[CH2:14]([O:16][C:17]([C:19]1[NH:38][C:22]2=[CH:23][N:24]=[C:25]([O:27][C:28]3[CH:33]=[CH:32][CH:31]=[C:30]([C:34]([F:37])([F:36])[F:35])[CH:29]=3)[CH:26]=[C:21]2[CH:20]=1)=[O:18])[CH3:15].[CH:39]([O:42][C:43]1[CH:48]=[CH:47][C:46](B(O)O)=[CH:45][CH:44]=1)([CH3:41])[CH3:40].